From a dataset of Experimentally validated miRNA-target interactions with 360,000+ pairs, plus equal number of negative samples. Binary Classification. Given a miRNA mature sequence and a target amino acid sequence, predict their likelihood of interaction. (1) The miRNA is hsa-miR-1-3p with sequence UGGAAUGUAAAGAAGUAUGUAU. The protein sequence of the target gene is MARFPKADLAAAGVMLLCHFFTDQFQFADGKPGDQILDWQYGVTQAFPHTEEEVEVDSHAYSHRWKRNLDFLKAVDTNRASVGQDSPEPRSFTDLLLDDGQDNNTQIEEDTDHNYYISRIYGPSDSASRDLWVNIDQMEKDKVKIHGILSNTHRQAARVNLSFDFPFYGHFLREITVATGGFIYTGEVVHRMLTATQYIAPLMANFDPSVSRNSTVRYFDNGTALVVQWDHVHLQDNYNLGSFTFQATLLMDGRIIFGYKEIPVLVTQISSTNHPVKVGLSDAFVVVHRIQQIPNVRRRT.... Result: 1 (interaction). (2) The miRNA is hsa-miR-3165 with sequence AGGUGGAUGCAAUGUGACCUCA. The protein sequence of the target gene is MASPPSSGQPRPPPPPPPPARLLLPLLLSLLLSLAPGAWGWARGAPRPPPSSPPLSIMGLMPLTKEVAKGSIGRGVLPAVELAIEQIRNESLLRPYFLDLRLYDTECDNAKGLKAFYDAIKYGPNHLMVFGGVCPSVTSIIAESLQGWNLVQLSFAATTPVLADKKKYPYFFRTVPSDNAVNPAILKLLKHFRWRRVGTLTQDVQRFSEVRNDLTGVLYGEDIEISDTESFSNDPCTSVKKLKGNDVRIILGQFDQNMAAKVFCCAFEESMFGSKYQWIIPGWYEPAWWEQVHVEANSSR.... Result: 0 (no interaction). (3) The miRNA is mmu-miR-24-3p with sequence UGGCUCAGUUCAGCAGGAACAG. The protein sequence of the target gene is MGQSVLRAVFFLVLGLLGHSHGGFPNTISIGGLFMRNTVQEHSAFRFAVQLYNTNQNTTEKPFHLNYHVDHLDSSNSFSVTNAFCSQFSRGVYAIFGFYDQMSMNTLTSFCGALHTSFVTPSFPTDADVQFVIQMRPALKGAILSLLGYYKWEKFVYLYDTERGFSILQAIMEAAVQNNWQVTARSVGNIKDIQEFRRIIEEMDRRQEKRYLIDCEVERINTILEQVVILGKHSRGYHYMLANLGFTDIVLERVMHGGANITGFQIVNNENPMVQQFIQRWVRLDEREFPEAKNAPLKYT.... Result: 1 (interaction).